This data is from Full USPTO retrosynthesis dataset with 1.9M reactions from patents (1976-2016). The task is: Predict the reactants needed to synthesize the given product. (1) Given the product [C:25](=[O:26])([O:27][C:28]1[CH:29]=[CH:30][C:31]([N+:34]([O-:36])=[O:35])=[CH:32][CH:33]=1)[O:16][C:13]1[CH:12]=[C:11]2[C:10](=[CH:15][CH:14]=1)[NH:9][CH:8]=[C:7]2[CH2:6][CH2:5][NH:4][C:2](=[O:3])[CH3:1], predict the reactants needed to synthesize it. The reactants are: [CH3:1][C:2]([NH:4][CH2:5][CH2:6][C:7]1[C:11]2[CH:12]=[C:13]([OH:16])[CH:14]=[CH:15][C:10]=2[NH:9][CH:8]=1)=[O:3].CN1CCOCC1.Cl[C:25]([O:27][C:28]1[CH:33]=[CH:32][C:31]([N+:34]([O-:36])=[O:35])=[CH:30][CH:29]=1)=[O:26]. (2) Given the product [Cl:1][C:2]1[CH:3]=[C:4]([C:12]2[O:14][N:48]=[C:44]([C:40]3[C:39]([CH3:61])=[C:38]([OH:35])[CH:43]=[CH:42][CH:41]=3)[N:45]=2)[CH:5]=[N:6][C:7]=1[O:8][CH:9]([CH3:10])[CH3:11], predict the reactants needed to synthesize it. The reactants are: [Cl:1][C:2]1[CH:3]=[C:4]([C:12]([OH:14])=O)[CH:5]=[N:6][C:7]=1[O:8][CH:9]([CH3:11])[CH3:10].CCN=C=NCCCN(C)C.C1C=CC2N([OH:35])N=NC=2C=1.OC[C:38]1[C:39]([CH3:61])=[C:40]([C:44]2[N:48]=C(C3C=CC(OC(C)C)=C(C=3)C#N)O[N:45]=2)[CH:41]=[CH:42][CH:43]=1.